This data is from Forward reaction prediction with 1.9M reactions from USPTO patents (1976-2016). The task is: Predict the product of the given reaction. (1) Given the reactants [NH2:1][C:2]1[CH:3]=[CH:4][C:5]2[N:9]=[CH:8][N:7]([CH:10]([C:17]3[CH:22]=[CH:21][CH:20]=[CH:19][CH:18]=3)[CH2:11][C:12]([O:14]CC)=[O:13])[C:6]=2[CH:23]=1.[F:24][C:25]1[CH:33]=[CH:32][CH:31]=[C:30]([I:34])[C:26]=1[C:27](O)=[O:28], predict the reaction product. The product is: [F:24][C:25]1[CH:33]=[CH:32][CH:31]=[C:30]([I:34])[C:26]=1[C:27]([NH:1][C:2]1[CH:3]=[CH:4][C:5]2[N:9]=[CH:8][N:7]([CH:10]([C:17]3[CH:18]=[CH:19][CH:20]=[CH:21][CH:22]=3)[CH2:11][C:12]([OH:14])=[O:13])[C:6]=2[CH:23]=1)=[O:28]. (2) The product is: [CH3:28][N:2]([CH3:1])[C:3]([C:5]1[C:6]2[C@@H:7]([O:27][CH2:39][CH2:40][CH2:41][CH3:42])[C@H:8]([OH:26])[C@@H:9]([C:20]3[CH:25]=[CH:24][CH:23]=[CH:22][CH:21]=3)[NH:10][C:11]=2[C:12]2[N:17]=[C:16]([CH3:18])[N:15]([CH3:19])[C:13]=2[CH:14]=1)=[O:4]. Given the reactants [CH3:1][N:2]([CH3:28])[C:3]([C:5]1[C:6]2[CH:7]([OH:27])[C@H:8]([OH:26])[C@@H:9]([C:20]3[CH:25]=[CH:24][CH:23]=[CH:22][CH:21]=3)[NH:10][C:11]=2[C:12]2[N:17]=[C:16]([CH3:18])[N:15]([CH3:19])[C:13]=2[CH:14]=1)=[O:4].CS(O)(=O)=O.C(=O)([O-])O.[Na+].[CH2:39](O)[CH2:40][CH2:41][CH3:42], predict the reaction product. (3) Given the reactants [N:1]1[C:10]2[C:5](=[CH:6][C:7]([CH2:11][CH2:12][CH:13]=[O:14])=[CH:8][CH:9]=2)[CH:4]=[CH:3][CH:2]=1.[Cl:15]N1C(=O)CCC1=O, predict the reaction product. The product is: [Cl:15][CH:12]([CH2:11][C:7]1[CH:6]=[C:5]2[C:10](=[CH:9][CH:8]=1)[N:1]=[CH:2][CH:3]=[CH:4]2)[CH:13]=[O:14]. (4) Given the reactants [F:1][C:2]1[CH:3]=[C:4]([NH2:15])[C:5]([NH:8][C:9]2[CH:14]=[CH:13][CH:12]=[CH:11][CH:10]=2)=[CH:6][CH:7]=1.[C:16]([O:20][C:21]([NH:23][C@@H:24]([CH3:28])[C:25](O)=[O:26])=[O:22])([CH3:19])([CH3:18])[CH3:17].C1C=NC2N(O)N=NC=2C=1.CN1CCOCC1.Cl.CN(C)CCCN=C=NCC, predict the reaction product. The product is: [C:16]([O:20][C:21](=[O:22])[NH:23][C@H:24]([C:25](=[O:26])[NH:15][C:4]1[CH:3]=[C:2]([F:1])[CH:7]=[CH:6][C:5]=1[NH:8][C:9]1[CH:14]=[CH:13][CH:12]=[CH:11][CH:10]=1)[CH3:28])([CH3:17])([CH3:18])[CH3:19]. (5) Given the reactants [Br:1][C:2]1[CH:3]=[CH:4][C:5]2[N:6]([CH:8]=[CH:9][N:10]=2)[CH:7]=1.N[C:12]1[CH:17]=[CH:16][C:15](Br)=[CH:14][N:13]=1.ClC[CH:21]=[O:22].O.C[CH2:25][OH:26], predict the reaction product. The product is: [Br:1][C:2]1[CH:3]=[CH:4][C:5]2[N:6]([C:8]([C:17]3[CH:12]=[N:13][C:14]([O:22][CH3:21])=[C:15]([O:26][CH3:25])[CH:16]=3)=[CH:9][N:10]=2)[CH:7]=1. (6) Given the reactants Br[C:2]1[CH:3]=[C:4]2[C:9](=[CH:10][CH:11]=1)[N:8]=[C:7]([C:12]([F:15])([F:14])[F:13])[CH:6]=[C:5]2[OH:16].C([O-])([O-])=O.[K+].[K+].[O:23]1[C:27]2[CH:28]=[CH:29][CH:30]=[CH:31][C:26]=2[CH:25]=[C:24]1B(O)O, predict the reaction product. The product is: [O:23]1[C:27]2[CH:28]=[CH:29][CH:30]=[CH:31][C:26]=2[CH:25]=[C:24]1[C:2]1[CH:3]=[C:4]2[C:9](=[CH:10][CH:11]=1)[N:8]=[C:7]([C:12]([F:15])([F:14])[F:13])[CH:6]=[C:5]2[OH:16]. (7) The product is: [CH3:9][C:6]1[CH:5]=[CH:4][N:3]=[C:2]([C:7]#[N:8])[N:1]=1. Given the reactants [N:1]1[CH:6]=[CH:5][CH:4]=[N:3][C:2]=1[C:7]#[N:8].[CH2:9](C1C=C(C(=O)CC(C2N=CC=CN=2)=O)C=CC=1)C1C=CC=CC=1, predict the reaction product. (8) Given the reactants O.[OH-].[Li+].C[O:5][C:6](=[O:36])[C:7]1[CH:12]=[CH:11][C:10]([CH2:13][CH2:14][C:15]([N:17]2[CH2:22][CH2:21][CH:20]([CH2:23][N:24]([C:28]([O:30][C:31]([CH3:34])([CH3:33])[CH3:32])=[O:29])[CH:25]3[CH2:27][CH2:26]3)[CH2:19][CH2:18]2)=[O:16])=[C:9]([CH3:35])[CH:8]=1.[OH-].[Na+], predict the reaction product. The product is: [C:31]([O:30][C:28]([N:24]([CH2:23][CH:20]1[CH2:21][CH2:22][N:17]([C:15](=[O:16])[CH2:14][CH2:13][C:10]2[CH:11]=[CH:12][C:7]([C:6]([OH:36])=[O:5])=[CH:8][C:9]=2[CH3:35])[CH2:18][CH2:19]1)[CH:25]1[CH2:27][CH2:26]1)=[O:29])([CH3:34])([CH3:33])[CH3:32].